Dataset: Full USPTO retrosynthesis dataset with 1.9M reactions from patents (1976-2016). Task: Predict the reactants needed to synthesize the given product. (1) Given the product [Cl:57][C:58]1[CH:59]=[C:60]([CH:63]=[CH:64][C:65]=1[CH3:66])[CH2:61][NH:62][C:20]([C:19]1[CH:18]=[N:17][N:10]2[C@H:11]([C:13]([F:16])([F:15])[F:14])[CH2:12][C@H:7]([C:4]3[CH:3]=[CH:2][C:1]([CH3:23])=[CH:6][CH:5]=3)[NH:8][C:9]=12)=[O:22], predict the reactants needed to synthesize it. The reactants are: [C:1]1([CH3:23])[CH:6]=[CH:5][C:4]([C@H:7]2[CH2:12][C@@H:11]([C:13]([F:16])([F:15])[F:14])[N:10]3[N:17]=[CH:18][C:19]([C:20]([OH:22])=O)=[C:9]3[NH:8]2)=[CH:3][CH:2]=1.CN(C(ON1N=NC2C=CC=NC1=2)=[N+](C)C)C.F[P-](F)(F)(F)(F)F.C(N(CC)C(C)C)(C)C.[Cl:57][C:58]1[CH:59]=[C:60]([CH:63]=[CH:64][C:65]=1[CH3:66])[CH2:61][NH2:62]. (2) Given the product [C:5]([O:9][C:10]([N:12]1[CH2:17][CH2:16][C:15]([C:18](=[O:1])[NH2:19])([NH:20][C:21](=[O:30])[C:22]2[CH:27]=[CH:26][CH:25]=[C:24]([Cl:28])[C:23]=2[F:29])[CH2:14][CH2:13]1)=[O:11])([CH3:8])([CH3:6])[CH3:7], predict the reactants needed to synthesize it. The reactants are: [OH-:1].[Na+].OO.[C:5]([O:9][C:10]([N:12]1[CH2:17][CH2:16][C:15]([NH:20][C:21](=[O:30])[C:22]2[CH:27]=[CH:26][CH:25]=[C:24]([Cl:28])[C:23]=2[F:29])([C:18]#[N:19])[CH2:14][CH2:13]1)=[O:11])([CH3:8])([CH3:7])[CH3:6].Cl.